From a dataset of Catalyst prediction with 721,799 reactions and 888 catalyst types from USPTO. Predict which catalyst facilitates the given reaction. (1) Reactant: [CH3:1][O:2][C:3]1[CH:8]=[CH:7][C:6]([CH:9]([CH2:14][CH2:15][C:16]2[CH:21]=[CH:20][CH:19]=[CH:18][CH:17]=2)[CH2:10][NH:11][CH:12]=[O:13])=[CH:5][CH:4]=1.C=O.F[C:25](F)(F)C(O)=O.C(O)(=O)C.O. Product: [CH3:1][O:2][C:3]1[CH:4]=[C:5]2[C:6]([CH:9]([CH2:14][CH2:15][C:16]3[CH:21]=[CH:20][CH:19]=[CH:18][CH:17]=3)[CH2:10][N:11]([CH:12]=[O:13])[CH2:25]2)=[CH:7][CH:8]=1. The catalyst class is: 13. (2) Reactant: [NH2:1][CH:2]1[CH2:7][CH2:6][CH2:5][CH2:4][CH:3]1N.IC1C=C(C=CC=1)N.[CH3:17][C@@H:18]1[CH2:22][O:21][C:20](=[O:23])[NH:19]1.C(=O)([O-])[O-].[Cs+].[Cs+]. Product: [NH2:1][C:2]1[CH:3]=[C:4]([N:19]2[C@H:18]([CH3:17])[CH2:22][O:21][C:20]2=[O:23])[CH:5]=[CH:6][CH:7]=1. The catalyst class is: 185. (3) Reactant: [O:1]1[CH2:6][CH2:5][N:4]([C:7]2[S:8][N:9]=[C:10]3[CH:15]=[C:14](Br)[CH:13]=[N:12][C:11]=23)[CH2:3][CH2:2]1.[CH3:17][O:18][C:19]1[CH:24]=[C:23]([O:25][CH3:26])[CH:22]=[CH:21][C:20]=1B(O)O.C([O-])([O-])=O.[K+].[K+]. Product: [CH3:17][O:18][C:19]1[CH:24]=[C:23]([O:25][CH3:26])[CH:22]=[CH:21][C:20]=1[C:14]1[CH:13]=[N:12][C:11]2=[C:7]([N:4]3[CH2:5][CH2:6][O:1][CH2:2][CH2:3]3)[S:8][N:9]=[C:10]2[CH:15]=1. The catalyst class is: 73. (4) Reactant: Cl.[F:2][C:3]1[CH:8]=[CH:7][C:6]([NH:9][NH2:10])=[CH:5][CH:4]=1.CN1CCCC1=O.[Br:18][C:19]1[CH:26]=[CH:25][C:22]([CH:23]=O)=[C:21](F)[CH:20]=1.CC([O-])(C)C.[K+]. Product: [Br:18][C:19]1[CH:26]=[C:25]2[C:22]([CH:23]=[N:10][N:9]2[C:6]2[CH:7]=[CH:8][C:3]([F:2])=[CH:4][CH:5]=2)=[CH:21][CH:20]=1. The catalyst class is: 194. (5) Reactant: [C:1]([C:3]1[CH:22]=[C:21]([C:23]2[N:31]=[CH:30][N:29]=[C:28]3[C:24]=2[N:25]=[C:26]([C:32]2[CH:37]=[CH:36][C:35]([N:38]4[CH2:43][CH2:42][N:41]([CH3:44])[CH2:40][CH2:39]4)=[CH:34][CH:33]=2)[NH:27]3)[CH:20]=[CH:19][C:4]=1[O:5][CH:6]1[CH2:11][CH2:10][N:9](C(OC(C)(C)C)=O)[CH2:8][CH2:7]1)#[N:2]. Product: [CH3:44][N:41]1[CH2:40][CH2:39][N:38]([C:35]2[CH:34]=[CH:33][C:32]([C:26]3[NH:27][C:28]4[C:24]([N:25]=3)=[C:23]([C:21]3[CH:20]=[CH:19][C:4]([O:5][CH:6]5[CH2:11][CH2:10][NH:9][CH2:8][CH2:7]5)=[C:3]([CH:22]=3)[C:1]#[N:2])[N:31]=[CH:30][N:29]=4)=[CH:37][CH:36]=2)[CH2:43][CH2:42]1. The catalyst class is: 557. (6) Reactant: C(=O)([O-])[O-].[K+].[K+].[NH:7]1[CH2:12][CH2:11][O:10][CH2:9][CH2:8]1.[CH3:13][N:14]1[C:22]2[C:17](=[CH:18][C:19]([O:27][CH3:28])=[C:20]([O:23][CH2:24][CH2:25]I)[CH:21]=2)[C:16]([C:29]2[N:37]([S:38]([C:41]3[CH:46]=[CH:45][C:44]([CH3:47])=[CH:43][CH:42]=3)(=[O:40])=[O:39])[C:32]3=[N:33][CH:34]=[CH:35][CH:36]=[C:31]3[CH:30]=2)=[CH:15]1.O. Product: [CH3:13][N:14]1[C:22]2[C:17](=[CH:18][C:19]([O:27][CH3:28])=[C:20]([O:23][CH2:24][CH2:25][N:7]3[CH2:12][CH2:11][O:10][CH2:9][CH2:8]3)[CH:21]=2)[C:16]([C:29]2[N:37]([S:38]([C:41]3[CH:46]=[CH:45][C:44]([CH3:47])=[CH:43][CH:42]=3)(=[O:40])=[O:39])[C:32]3=[N:33][CH:34]=[CH:35][CH:36]=[C:31]3[CH:30]=2)=[CH:15]1. The catalyst class is: 115. (7) Reactant: C([O-])([O-])=O.[K+].[K+].Cl.[O:8]=[C:9]([N:27]1[CH2:32][CH2:31][NH:30][CH2:29][CH2:28]1)[CH2:10][NH:11][C:12](=[O:26])[C:13]1[CH:18]=[CH:17][C:16]([O:19][C:20]2[CH:25]=[CH:24][CH:23]=[CH:22][CH:21]=2)=[CH:15][CH:14]=1.Br[CH2:34][C:35]1[CH:40]=[CH:39][CH:38]=[CH:37][C:36]=1[C:41]([F:44])([F:43])[F:42].O. Product: [O:8]=[C:9]([N:27]1[CH2:28][CH2:29][N:30]([CH2:34][C:35]2[CH:40]=[CH:39][CH:38]=[CH:37][C:36]=2[C:41]([F:42])([F:43])[F:44])[CH2:31][CH2:32]1)[CH2:10][NH:11][C:12](=[O:26])[C:13]1[CH:14]=[CH:15][C:16]([O:19][C:20]2[CH:25]=[CH:24][CH:23]=[CH:22][CH:21]=2)=[CH:17][CH:18]=1. The catalyst class is: 3. (8) Reactant: FC(F)(F)C(O)=O.C(OC(=O)[NH:14][CH2:15][CH2:16][C:17]1[C:25]2[C:20](=[CH:21][CH:22]=[C:23]([Cl:26])[CH:24]=2)[NH:19][C:18]=1[C:27](=[O:43])[NH:28][CH2:29][CH2:30][C:31]1[CH:36]=[CH:35][C:34]([N:37]2[CH2:42][CH2:41][CH2:40][CH2:39][CH2:38]2)=[CH:33][CH:32]=1)(C)(C)C. Product: [NH2:14][CH2:15][CH2:16][C:17]1[C:25]2[C:20](=[CH:21][CH:22]=[C:23]([Cl:26])[CH:24]=2)[NH:19][C:18]=1[C:27]([NH:28][CH2:29][CH2:30][C:31]1[CH:32]=[CH:33][C:34]([N:37]2[CH2:38][CH2:39][CH2:40][CH2:41][CH2:42]2)=[CH:35][CH:36]=1)=[O:43]. The catalyst class is: 2. (9) Reactant: [F:1][C:2]1[CH:3]=[C:4]([F:29])[C:5]2[C:9]([CH:10]=1)=[N:8][N:7]1[C:11](=[O:28])[CH:12]=[C:13]([CH:15]3[CH2:20][CH2:19][N:18](C(OC(C)(C)C)=O)[CH2:17][CH2:16]3)[NH:14][C:6]=21.[ClH:30]. Product: [ClH:30].[F:1][C:2]1[CH:3]=[C:4]([F:29])[C:5]2[C:9]([CH:10]=1)=[N:8][N:14]1[C:13]([CH:15]3[CH2:20][CH2:19][NH:18][CH2:17][CH2:16]3)=[CH:12][C:11](=[O:28])[NH:7][C:6]=21. The catalyst class is: 71.